Task: Binary Classification. Given a drug SMILES string, predict its activity (active/inactive) in a high-throughput screening assay against a specified biological target.. Dataset: Cav3 T-type calcium channel HTS with 100,875 compounds (1) The molecule is O=C1N(CCC1)c1ccc(NC(=O)Nc2cc(OC)c(OC)cc2)cc1. The result is 0 (inactive). (2) The result is 0 (inactive). The drug is S(CC(=O)NC1CCCCC1)c1n(CC(=O)NC(C)(C)C)c2c(n1)cccc2. (3) The molecule is s1c(c2oc(nn2)c2ccc(N3CCOCC3)cc2)ccc1. The result is 0 (inactive). (4) The molecule is O1CCN(CC1)CC(=O)Nc1ccccc1. The result is 0 (inactive). (5) The drug is O=C(N(CCCC)C)C1CCN(CC1)Cc1ccc(OCc2ccccc2)cc1. The result is 1 (active). (6) The drug is O(C(=O)C1CCN(CC1)c1nc2c(nc1C(C(OC(C)C)=O)C#N)cccc2)CC. The result is 0 (inactive). (7) The drug is S(=O)(=O)(NC)c1ccc(NC(=O)C(NC(=O)N)CCSC)cc1. The result is 0 (inactive).